This data is from Catalyst prediction with 721,799 reactions and 888 catalyst types from USPTO. The task is: Predict which catalyst facilitates the given reaction. (1) Reactant: [CH2:1]([N:3]1[C:7]2[N:8]=[C:9]([C:18]3[CH:23]=[CH:22][C:21]([NH2:24])=[CH:20][CH:19]=3)[N:10]=[C:11]([N:12]3[CH2:17][CH2:16][O:15][CH2:14][CH2:13]3)[C:6]=2[N:5]=[N:4]1)[CH3:2].[CH2:25]([O:32][C:33]([N:35]1[CH2:40][CH2:39][CH:38]([N:41]=[C:42]=[O:43])[CH2:37][CH2:36]1)=[O:34])[C:26]1[CH:31]=[CH:30][CH:29]=[CH:28][CH:27]=1.CCN(CC)CC. Product: [CH2:1]([N:3]1[C:7]2[N:8]=[C:9]([C:18]3[CH:23]=[CH:22][C:21]([NH:24][C:42]([NH:41][CH:38]4[CH2:39][CH2:40][N:35]([C:33]([O:32][CH2:25][C:26]5[CH:31]=[CH:30][CH:29]=[CH:28][CH:27]=5)=[O:34])[CH2:36][CH2:37]4)=[O:43])=[CH:20][CH:19]=3)[N:10]=[C:11]([N:12]3[CH2:13][CH2:14][O:15][CH2:16][CH2:17]3)[C:6]=2[N:5]=[N:4]1)[CH3:2]. The catalyst class is: 22. (2) Reactant: [OH:1][C:2]1[CH:10]=[CH:9][CH:8]=[C:7]([CH3:11])[C:3]=1[C:4]([OH:6])=[O:5].[Br:12]N1C(=O)CCC1=O.S(=O)(=O)(O)[O-].[Na+]. Product: [Br:12][C:8]1[C:7]([CH3:11])=[C:3]([C:2]([OH:1])=[CH:10][CH:9]=1)[C:4]([OH:6])=[O:5]. The catalyst class is: 10. (3) Reactant: Br[C:2]1[CH:3]=[C:4]([CH2:18][N:19]([CH3:27])[C:20](=[O:26])[O:21][C:22]([CH3:25])([CH3:24])[CH3:23])[S:5][C:6]=1[S:7]([C:10]1[CH:15]=[CH:14][CH:13]=[C:12]([O:16][CH3:17])[CH:11]=1)(=[O:9])=[O:8].[F:28][C:29]1[CH:34]=[CH:33][CH:32]=[CH:31][C:30]=1B(O)O.C(=O)([O-])[O-].[Na+].[Na+].COCCOC. Product: [F:28][C:29]1[CH:34]=[CH:33][CH:32]=[CH:31][C:30]=1[C:2]1[CH:3]=[C:4]([CH2:18][N:19]([CH3:27])[C:20](=[O:26])[O:21][C:22]([CH3:25])([CH3:24])[CH3:23])[S:5][C:6]=1[S:7]([C:10]1[CH:15]=[CH:14][CH:13]=[C:12]([O:16][CH3:17])[CH:11]=1)(=[O:9])=[O:8]. The catalyst class is: 103. (4) Reactant: C([O-])=O.[NH4+].[CH3:5][C:6]1[N:7]=[CH:8][N:9]([C:11]2[CH:16]=[CH:15][C:14]([N+:17]([O-])=O)=[CH:13][CH:12]=2)[CH:10]=1. The catalyst class is: 29. Product: [CH3:5][C:6]1[N:7]=[CH:8][N:9]([C:11]2[CH:16]=[CH:15][C:14]([NH2:17])=[CH:13][CH:12]=2)[CH:10]=1.